The task is: Predict the product of the given reaction.. This data is from Forward reaction prediction with 1.9M reactions from USPTO patents (1976-2016). (1) Given the reactants [NH2:1][C:2]1[CH:3]=[C:4]([CH:7]=[CH:8][C:9]=1[OH:10])[C:5]#[N:6].[Br:11][C:12]1[CH:17]=[CH:16][C:15]([N:18]=[C:19]=S)=[CH:14][CH:13]=1.C(N(CC)CC)C, predict the reaction product. The product is: [Br:11][C:12]1[CH:17]=[CH:16][C:15]([NH:18][C:19]2[O:10][C:9]3[CH:8]=[CH:7][C:4]([C:5]#[N:6])=[CH:3][C:2]=3[N:1]=2)=[CH:14][CH:13]=1. (2) Given the reactants [CH2:1]([N:8]1[CH:12]=[CH:11][N:10]=[CH:9]1)[C:2]1[CH:7]=[CH:6][CH:5]=[CH:4][CH:3]=1.C(N(CC)CC)C.Cl[C:21]([O:23][CH2:24][CH3:25])=[O:22], predict the reaction product. The product is: [CH2:1]([N:8]1[CH:12]=[CH:11][N:10]=[C:9]1[C:21]([O:23][CH2:24][CH3:25])=[O:22])[C:2]1[CH:3]=[CH:4][CH:5]=[CH:6][CH:7]=1.